From a dataset of Full USPTO retrosynthesis dataset with 1.9M reactions from patents (1976-2016). Predict the reactants needed to synthesize the given product. (1) Given the product [Cl:1][C:2]1[CH:3]=[CH:4][C:5]2[N:11]3[CH:12]=[CH:13][CH:14]=[C:10]3[C@@H:9]([CH2:15][CH2:16][C:17]([NH:19][C:20]3[CH:21]=[C:22]([CH:28]=[CH:29][N:30]=3)[C:23]([OH:25])=[O:24])=[O:18])[O:8][C@H:7]([C:31]3[CH:36]=[CH:35][CH:34]=[C:33]([O:37][CH3:38])[C:32]=3[O:39][CH3:40])[C:6]=2[CH:41]=1, predict the reactants needed to synthesize it. The reactants are: [Cl:1][C:2]1[CH:3]=[CH:4][C:5]2[N:11]3[CH:12]=[CH:13][CH:14]=[C:10]3[C@@H:9]([CH2:15][CH2:16][C:17]([NH:19][C:20]3[CH:21]=[C:22]([CH:28]=[CH:29][N:30]=3)[C:23]([O:25]CC)=[O:24])=[O:18])[O:8][C@H:7]([C:31]3[CH:36]=[CH:35][CH:34]=[C:33]([O:37][CH3:38])[C:32]=3[O:39][CH3:40])[C:6]=2[CH:41]=1.C(=O)([O-])[O-].[K+].[K+].O.Cl. (2) Given the product [NH2:28][C:29]1[N:34]=[CH:33][C:32]([C:14]2[N:15]=[C:16]([N:19]3[CH2:24][CH2:23][O:22][CH2:21][CH2:20]3)[C:17]3[S:18][C:10]([C:7]4[CH:8]=[CH:9][C:4]([C:3]([OH:2])=[O:27])=[CH:5][C:6]=4[CH3:26])=[CH:11][C:12]=3[N:13]=2)=[CH:31][N:30]=1, predict the reactants needed to synthesize it. The reactants are: C[O:2][C:3](=[O:27])[C:4]1[CH:9]=[CH:8][C:7]([C:10]2[S:18][C:17]3[C:16]([N:19]4[CH2:24][CH2:23][O:22][CH2:21][CH2:20]4)=[N:15][C:14](Cl)=[N:13][C:12]=3[CH:11]=2)=[C:6]([CH3:26])[CH:5]=1.[NH2:28][C:29]1[N:34]=[CH:33][C:32](B2OC(C)(C)C(C)(C)O2)=[CH:31][N:30]=1. (3) The reactants are: [Br:1][C:2]1[CH:3]=[C:4]([C@@H:7]2[CH2:9][C@H:8]2[C:10]([O:12]CC)=[O:11])[S:5][CH:6]=1.[OH-].[Na+].Cl. Given the product [Br:1][C:2]1[CH:3]=[C:4]([C@@H:7]2[CH2:9][C@H:8]2[C:10]([OH:12])=[O:11])[S:5][CH:6]=1, predict the reactants needed to synthesize it. (4) Given the product [N:1]1([CH2:6][CH2:7][CH2:8][NH:9][C:10](=[O:33])/[C:11](/[CH2:21][O:22][C:23]2[C:32]3[C:27](=[CH:28][CH:29]=[CH:30][CH:31]=3)[CH:26]=[CH:25][CH:24]=2)=[CH:12]/[CH2:13][CH2:14][CH2:15][CH2:16][C:17]([OH:19])=[O:18])[CH:5]=[CH:4][N:3]=[CH:2]1, predict the reactants needed to synthesize it. The reactants are: [N:1]1([CH2:6][CH2:7][CH2:8][NH:9][C:10](=[O:33])/[C:11](/[CH2:21][O:22][C:23]2[C:32]3[C:27](=[CH:28][CH:29]=[CH:30][CH:31]=3)[CH:26]=[CH:25][CH:24]=2)=[CH:12]/[CH2:13][CH2:14][CH2:15][CH2:16][C:17]([O:19]C)=[O:18])[CH:5]=[CH:4][N:3]=[CH:2]1.O.[OH-].[Li+].O1CCCC1. (5) Given the product [CH3:1][O:2][NH:3][C:4]([C:6]1[C:7](=[O:29])[C:8]2[CH:13]=[N:12][C:11]([NH:46][C:42]3[CH:43]=[CH:44][CH:45]=[C:40]([N:37]4[CH2:38][CH2:39][N:34]([S:31]([CH3:30])(=[O:33])=[O:32])[CH2:35][CH2:36]4)[CH:41]=3)=[N:10][C:9]=2[N:18]([C:20]2[CH:21]=[C:22]3[C:26](=[CH:27][CH:28]=2)[CH2:25][CH2:24][CH2:23]3)[CH:19]=1)=[O:5], predict the reactants needed to synthesize it. The reactants are: [CH3:1][O:2][NH:3][C:4]([C:6]1[C:7](=[O:29])[C:8]2[CH:13]=[N:12][C:11](S(C)(=O)=O)=[N:10][C:9]=2[N:18]([C:20]2[CH:21]=[C:22]3[C:26](=[CH:27][CH:28]=2)[CH2:25][CH2:24][CH2:23]3)[CH:19]=1)=[O:5].[CH3:30][S:31]([N:34]1[CH2:39][CH2:38][N:37]([C:40]2[CH:41]=[C:42]([NH2:46])[CH:43]=[CH:44][CH:45]=2)[CH2:36][CH2:35]1)(=[O:33])=[O:32]. (6) Given the product [CH3:1][S:2]([C:5]1[CH:10]=[CH:9][C:8]2[O:11][CH2:19][C:20](=[O:21])[NH:12][C:7]=2[CH:6]=1)(=[O:3])=[O:4], predict the reactants needed to synthesize it. The reactants are: [CH3:1][S:2]([C:5]1[CH:10]=[CH:9][C:8]([OH:11])=[C:7]([NH2:12])[CH:6]=1)(=[O:4])=[O:3].C(=O)(O)[O-].[Na+].Br[CH2:19][C:20](Br)=[O:21].